The task is: Predict the reactants needed to synthesize the given product.. This data is from Full USPTO retrosynthesis dataset with 1.9M reactions from patents (1976-2016). (1) Given the product [F:1][C:2]1[CH:3]=[C:4]([OH:35])[CH:5]=[CH:6][C:7]=1[C:8]1[N:13]=[C:12]2[NH:14][N:15]=[C:16]([CH3:17])[C:11]2=[C:10]([CH2:18][N:19]2[CH2:24][C:23]3([CH2:26][CH2:37][CH2:36][CH2:25]3)[N:22]([CH3:27])[CH2:21][C:20]2([CH3:33])[CH3:34])[CH:9]=1, predict the reactants needed to synthesize it. The reactants are: [F:1][C:2]1[CH:3]=[C:4]([OH:35])[CH:5]=[CH:6][C:7]=1[C:8]1[N:13]=[C:12]2[NH:14][N:15]=[C:16]([CH3:17])[C:11]2=[C:10]([CH2:18][N:19]2[CH2:24][C:23]([CH3:26])([CH3:25])[N:22]([CH2:27]CC(F)(F)F)[CH2:21][C:20]2([CH3:34])[CH3:33])[CH:9]=1.[CH3:36][C:37]1(C)N(CC2C=C(C3C=CC(O)=CC=3F)N=C3NN=C(C)C=23)CC2(CCCC2)NC1.C=O. (2) Given the product [CH3:32][NH:33][C:27]([C:20]1[CH:19]=[C:18]([C:14]2[CH:15]=[CH:16][CH:17]=[C:12]([C@@H:3]3[C@@H:2]([OH:1])[C@@H:7]([OH:8])[C@H:6]([OH:9])[C@@H:5]([CH2:10][OH:11])[O:4]3)[CH:13]=2)[CH:23]=[C:22]([C:24]([NH:58][CH3:57])=[O:25])[CH:21]=1)=[O:29], predict the reactants needed to synthesize it. The reactants are: [OH:1][C@H:2]1[C@@H:7]([OH:8])[C@H:6]([OH:9])[C@@H:5]([CH2:10][OH:11])[O:4][C@@H:3]1[C:12]1[CH:13]=[C:14]([C:18]2[CH:23]=[C:22]([C:24](O)=[O:25])[CH:21]=[C:20]([C:27]([OH:29])=O)[CH:19]=2)[CH:15]=[CH:16][CH:17]=1.CN.[CH3:32][N:33](C(ON1N=NC2C=CC=NC1=2)=[N+](C)C)C.F[P-](F)(F)(F)(F)F.C[CH2:57][N:58](C(C)C)C(C)C. (3) Given the product [F:1][C:2]1[CH:7]=[C:6]([N+:8]([O-:10])=[O:9])[CH:5]=[C:4]([CH2:11][CH2:12][OH:15])[C:3]=1[OH:16], predict the reactants needed to synthesize it. The reactants are: [F:1][C:2]1[C:3]([OH:16])=[C:4]([CH2:11][CH:12]([OH:15])CO)[CH:5]=[C:6]([N+:8]([O-:10])=[O:9])[CH:7]=1.[BH4-].[Na+].Cl. (4) Given the product [CH2:1]([O:5][C:9]1[N:14]=[CH:13][CH:12]=[CH:11][N:10]=1)[CH2:2][C:3]#[CH:4], predict the reactants needed to synthesize it. The reactants are: [CH2:1]([OH:5])[CH2:2][C:3]#[CH:4].[H-].[Na+].Cl[C:9]1[N:14]=[CH:13][CH:12]=[CH:11][N:10]=1. (5) Given the product [ClH:67].[S:1]1[CH:5]=[CH:4][C:3]2[C:6]([N:10]3[CH2:15][CH2:14][N:13]([CH2:16][CH2:17][CH2:18][O:19][C:20]4[CH:29]=[C:28]5[C:23]([CH:24]=[CH:25][N:26]([CH3:31])[C:27]5=[O:30])=[CH:22][CH:21]=4)[CH2:12][CH2:11]3)=[CH:7][CH:8]=[CH:9][C:2]1=2, predict the reactants needed to synthesize it. The reactants are: [S:1]1[CH:5]=[CH:4][C:3]2[C:6]([N:10]3[CH2:15][CH2:14][N:13]([CH2:16][CH2:17][CH2:18][O:19][C:20]4[CH:29]=[C:28]5[C:23]([CH:24]=[CH:25][N:26]([CH3:31])[C:27]5=[O:30])=[CH:22][CH:21]=4)[CH2:12][CH2:11]3)=[CH:7][CH:8]=[CH:9][C:2]1=2.S1C=CC2C(N3CCN(CCCOC4C=C5C(C=CNC5=O)=CC=4)CC3)=CC=CC1=2.CI.C(O)C.[ClH:67].